This data is from Forward reaction prediction with 1.9M reactions from USPTO patents (1976-2016). The task is: Predict the product of the given reaction. Given the reactants [CH2:1]([OH:5])[C@H:2]([OH:4])[CH3:3].[C:6](Cl)([C:19]1[CH:24]=[CH:23][CH:22]=[CH:21][CH:20]=1)([C:13]1[CH:18]=[CH:17][CH:16]=[CH:15][CH:14]=1)[C:7]1[CH:12]=[CH:11][CH:10]=[CH:9][CH:8]=1.C(N(CC)CC)C, predict the reaction product. The product is: [C:6]([O:5][CH2:1][C@H:2]([OH:4])[CH3:3])([C:7]1[CH:12]=[CH:11][CH:10]=[CH:9][CH:8]=1)([C:19]1[CH:20]=[CH:21][CH:22]=[CH:23][CH:24]=1)[C:13]1[CH:14]=[CH:15][CH:16]=[CH:17][CH:18]=1.